Dataset: Catalyst prediction with 721,799 reactions and 888 catalyst types from USPTO. Task: Predict which catalyst facilitates the given reaction. Reactant: [ClH:1].Cl.[CH3:3][C:4]1[C:5]([CH2:22][CH2:23][N:24]2[CH2:29][CH2:28][N:27]([C:30]3[CH:39]=[CH:38][CH:37]=[C:36]4[C:31]=3[CH:32]=[CH:33][C:34]([CH3:40])=[N:35]4)[CH2:26][CH2:25]2)=[C:6]2[C:11](=[CH:12][CH:13]=1)[N:10]1[CH:14]=[N:15][C:16]([C:17]([O:19]CC)=O)=[C:9]1[CH2:8][CH2:7]2.[OH-].[K+].C[Si](C)(C)[NH:45][Si](C)(C)C.Cl. Product: [ClH:1].[ClH:1].[CH3:3][C:4]1[C:5]([CH2:22][CH2:23][N:24]2[CH2:29][CH2:28][N:27]([C:30]3[CH:39]=[CH:38][CH:37]=[C:36]4[C:31]=3[CH:32]=[CH:33][C:34]([CH3:40])=[N:35]4)[CH2:26][CH2:25]2)=[C:6]2[C:11](=[CH:12][CH:13]=1)[N:10]1[CH:14]=[N:15][C:16]([C:17]([NH2:45])=[O:19])=[C:9]1[CH2:8][CH2:7]2. The catalyst class is: 100.